This data is from Peptide-MHC class II binding affinity with 134,281 pairs from IEDB. The task is: Regression. Given a peptide amino acid sequence and an MHC pseudo amino acid sequence, predict their binding affinity value. This is MHC class II binding data. (1) The peptide sequence is SKGSSSELSAQQKK. The MHC is DRB1_0101 with pseudo-sequence DRB1_0101. The binding affinity (normalized) is 0.103. (2) The peptide sequence is AAVVRFQEAANKQKQ. The MHC is DRB4_0101 with pseudo-sequence DRB4_0103. The binding affinity (normalized) is 0.580.